Predict which catalyst facilitates the given reaction. From a dataset of Catalyst prediction with 721,799 reactions and 888 catalyst types from USPTO. (1) Reactant: C(OC(=O)[NH:7][C:8]1[N:13]=[C:12]([NH:14][C:15]2[C:24]3[C:19](=[N:20][CH:21]=[CH:22][CH:23]=3)[N:18]=[C:17]([C:25]3[CH:30]=[C:29]([Cl:31])[CH:28]=[CH:27][C:26]=3[F:32])[CH:16]=2)[CH:11]=[CH:10][N:9]=1)(C)(C)C.Cl. Product: [Cl:31][C:29]1[CH:28]=[CH:27][C:26]([F:32])=[C:25]([C:17]2[CH:16]=[C:15]([NH:14][C:12]3[CH:11]=[CH:10][N:9]=[C:8]([NH2:7])[N:13]=3)[C:24]3[C:19](=[N:20][CH:21]=[CH:22][CH:23]=3)[N:18]=2)[CH:30]=1. The catalyst class is: 12. (2) Reactant: C([O-])(O)=O.[Na+].[S:6]1[CH:10]=[CH:9][CH:8]=[C:7]1[CH2:11][C:12](Cl)=[O:13].[C:15]1([S:21][CH2:22][CH2:23][S:24][C:25]2[C:30]([NH2:31])=[CH:29][CH:28]=[CH:27][N:26]=2)[CH:20]=[CH:19][CH:18]=[CH:17][CH:16]=1.CCCCCC. Product: [C:15]1([S:21][CH2:22][CH2:23][S:24][C:25]2[C:30]([NH:31][C:12](=[O:13])[CH2:11][C:7]3[S:6][CH:10]=[CH:9][CH:8]=3)=[CH:29][CH:28]=[CH:27][N:26]=2)[CH:16]=[CH:17][CH:18]=[CH:19][CH:20]=1. The catalyst class is: 12. (3) The catalyst class is: 4. Product: [CH3:8][S:9]([O:22][CH:19]([CH2:20][CH3:21])[CH2:18][C:14]1[S:13][CH:17]=[CH:16][CH:15]=1)(=[O:11])=[O:10]. Reactant: C(N(CC)CC)C.[CH3:8][S:9](Cl)(=[O:11])=[O:10].[S:13]1[CH:17]=[CH:16][CH:15]=[C:14]1[CH2:18][CH:19]([OH:22])[CH2:20][CH3:21]. (4) Reactant: Cl.[NH2:2][C@@H:3]1[CH2:8][CH2:7][CH2:6][CH2:5][C@H:4]1[CH2:9][OH:10].C(N(CC)CC)C.[Cl:18][C:19]1[S:23][C:22]([S:24](Cl)(=[O:26])=[O:25])=[CH:21][CH:20]=1. Product: [Cl:18][C:19]1[S:23][C:22]([S:24]([NH:2][C@@H:3]2[CH2:8][CH2:7][CH2:6][CH2:5][C@H:4]2[CH2:9][OH:10])(=[O:26])=[O:25])=[CH:21][CH:20]=1. The catalyst class is: 4. (5) Reactant: [C:1]1([C:15]2[CH:20]=[CH:19][CH:18]=[CH:17][CH:16]=2)[CH:6]=[CH:5][C:4]([O:7][C:8]2[CH:14]=[CH:13][C:11]([NH2:12])=[CH:10][CH:9]=2)=[CH:3][CH:2]=1.C[N:22]([CH:24]=O)C.Br[CH2:27][C:28]([C:30]1[CH:35]=[CH:34][C:33]([O:36][CH2:37][CH2:38][CH2:39][N:40]([CH2:43][CH3:44])[CH2:41][CH3:42])=[CH:32][CH:31]=1)=O. Product: [C:1]1([C:15]2[CH:20]=[CH:19][CH:18]=[CH:17][CH:16]=2)[CH:6]=[CH:5][C:4]([O:7][C:8]2[CH:14]=[CH:13][C:11]([N:12]3[CH:27]=[C:28]([C:30]4[CH:35]=[CH:34][C:33]([O:36][CH2:37][CH2:38][CH2:39][N:40]([CH2:43][CH3:44])[CH2:41][CH3:42])=[CH:32][CH:31]=4)[N:22]=[C:24]3[CH2:6][CH2:1][CH2:2][CH3:3])=[CH:10][CH:9]=2)=[CH:3][CH:2]=1. The catalyst class is: 238. (6) Reactant: [N+:1]([C:4]1[CH:5]=[C:6]2[C:10](=[CH:11][CH:12]=1)[CH2:9][NH:8][CH2:7]2)([O-:3])=[O:2].[CH3:13][C:14]([O:17][C:18](O[C:18]([O:17][C:14]([CH3:16])([CH3:15])[CH3:13])=[O:19])=[O:19])([CH3:16])[CH3:15]. Product: [C:14]([O:17][C:18]([N:8]1[CH2:7][C:6]2[C:10](=[CH:11][CH:12]=[C:4]([N+:1]([O-:3])=[O:2])[CH:5]=2)[CH2:9]1)=[O:19])([CH3:16])([CH3:15])[CH3:13]. The catalyst class is: 2. (7) Reactant: II.[BH4-].[Na+].[CH2:5]([N:12]1[C:17](=O)[CH:16]2[CH:14]([CH2:15]2)[C:13]1=O)[C:6]1[CH:11]=[CH:10][CH:9]=[CH:8][CH:7]=1.Cl.[OH-].[Na+]. Product: [CH2:5]([N:12]1[CH2:13][CH:14]2[CH:16]([CH2:15]2)[CH2:17]1)[C:6]1[CH:7]=[CH:8][CH:9]=[CH:10][CH:11]=1. The catalyst class is: 1. (8) Reactant: [NH2:1][C:2]1[CH:7]=[CH:6][C:5]([S:8]([N:11]([CH2:22][CH:23]([CH3:25])[CH3:24])[C:12]2[CH:17]=[CH:16][CH:15]=[CH:14][C:13]=2[C:18]([F:21])([F:20])[F:19])(=[O:10])=[O:9])=[CH:4][CH:3]=1.[CH3:26][S:27]([N:30]1[CH2:35][CH2:34][CH:33]([C:36](Cl)=[O:37])[CH2:32][CH2:31]1)(=[O:29])=[O:28].CCN(C(C)C)C(C)C. Product: [CH2:22]([N:11]([C:12]1[CH:17]=[CH:16][CH:15]=[CH:14][C:13]=1[C:18]([F:21])([F:19])[F:20])[S:8]([C:5]1[CH:6]=[CH:7][C:2]([NH:1][C:36]([CH:33]2[CH2:34][CH2:35][N:30]([S:27]([CH3:26])(=[O:29])=[O:28])[CH2:31][CH2:32]2)=[O:37])=[CH:3][CH:4]=1)(=[O:10])=[O:9])[CH:23]([CH3:25])[CH3:24]. The catalyst class is: 2.